This data is from Full USPTO retrosynthesis dataset with 1.9M reactions from patents (1976-2016). The task is: Predict the reactants needed to synthesize the given product. (1) Given the product [CH3:27][C:10]1[C:11]2[C:12](=[N:13][CH:14]=[C:15]([C:17]3[CH:18]=[C:19]([NH:23][C:24](=[O:26])[CH3:25])[CH:20]=[CH:21][CH:22]=3)[CH:16]=2)[NH:8][N:9]=1, predict the reactants needed to synthesize it. The reactants are: COC1C=CC(C[N:8]2[C:12]3=[N:13][CH:14]=[C:15]([C:17]4[CH:18]=[C:19]([NH:23][C:24](=[O:26])[CH3:25])[CH:20]=[CH:21][CH:22]=4)[CH:16]=[C:11]3[C:10]([CH3:27])=[N:9]2)=CC=1.FC(F)(F)C(O)=O. (2) Given the product [CH3:7][CH2:2][CH2:3][CH:4]([CH3:8])[CH3:5].[Cl:1][C:2]1[CH:3]=[C:4]([CH2:8][C:9]2[S:13][CH:12]=[C:11]([C:14]([O:16][CH3:17])=[O:15])[C:10]=2[O:18][CH2:26][CH2:27][O:28][Si:29]([C:32]([CH3:35])([CH3:34])[CH3:33])([CH3:31])[CH3:30])[CH:5]=[CH:6][CH:7]=1, predict the reactants needed to synthesize it. The reactants are: [Cl:1][C:2]1[CH:3]=[C:4]([CH2:8][C:9]2[S:13][CH:12]=[C:11]([C:14]([O:16][CH3:17])=[O:15])[C:10]=2[OH:18])[CH:5]=[CH:6][CH:7]=1.C(=O)([O-])[O-].[K+].[K+].Br[CH2:26][CH2:27][O:28][Si:29]([C:32]([CH3:35])([CH3:34])[CH3:33])([CH3:31])[CH3:30]. (3) Given the product [CH3:1][O:2][C:3](=[O:23])[C@@H:4]([N:15]([CH2:16][C:17]1[CH:18]=[CH:19][CH:20]=[CH:21][CH:22]=1)[C:31]([O:33][C:34]([CH3:37])([CH3:36])[CH3:35])=[O:32])[CH2:5][C:6]1[CH:7]=[CH:8][C:9]([N+:12]([O-:14])=[O:13])=[CH:10][CH:11]=1, predict the reactants needed to synthesize it. The reactants are: [CH3:1][O:2][C:3](=[O:23])[CH:4]([NH:15][CH2:16][C:17]1[CH:22]=[CH:21][CH:20]=[CH:19][CH:18]=1)[CH2:5][C:6]1[CH:11]=[CH:10][C:9]([N+:12]([O-:14])=[O:13])=[CH:8][CH:7]=1.C(N(CC)CC)C.[C:31](O[C:31]([O:33][C:34]([CH3:37])([CH3:36])[CH3:35])=[O:32])([O:33][C:34]([CH3:37])([CH3:36])[CH3:35])=[O:32]. (4) Given the product [Br:1][C:2]1[CH:3]=[N:4][C:5]([N:9]2[CH2:14][CH2:13][CH2:12][CH2:11][CH2:10]2)=[N:6][CH:7]=1, predict the reactants needed to synthesize it. The reactants are: [Br:1][C:2]1[CH:3]=[N:4][C:5](Cl)=[N:6][CH:7]=1.[NH:9]1[CH2:14][CH2:13][CH2:12][CH2:11][CH2:10]1.C(N(CC)CC)C.C(OCC)(=O)C. (5) Given the product [ClH:34].[CH2:1]([N:4]([CH2:27][CH2:28][C:29]([O:31][CH2:32][CH3:33])=[O:30])[C:5]([C:7]1[CH:26]=[CH:25][C:10]2[N:11]([CH3:24])[C:12]([CH2:14][NH:15][C:16]3[CH:21]=[CH:20][C:19]([C:22](=[NH:42])[NH2:23])=[CH:18][CH:17]=3)=[N:13][C:9]=2[CH:8]=1)=[O:6])[C:2]#[CH:3], predict the reactants needed to synthesize it. The reactants are: [CH2:1]([N:4]([CH2:27][CH2:28][C:29]([O:31][CH2:32][CH3:33])=[O:30])[C:5]([C:7]1[CH:26]=[CH:25][C:10]2[N:11]([CH3:24])[C:12]([CH2:14][NH:15][C:16]3[CH:21]=[CH:20][C:19]([C:22]#[N:23])=[CH:18][CH:17]=3)=[N:13][C:9]=2[CH:8]=1)=[O:6])[C:2]#[CH:3].[ClH:34].C(O)C.C(=O)([O-])[O-].[NH4+:42].[NH4+].